Task: Binary Classification. Given a miRNA mature sequence and a target amino acid sequence, predict their likelihood of interaction.. Dataset: Experimentally validated miRNA-target interactions with 360,000+ pairs, plus equal number of negative samples (1) The miRNA is hsa-miR-211-5p with sequence UUCCCUUUGUCAUCCUUCGCCU. The protein sequence of the target gene is MPAARPPAAGLRGISLFLALLLGSPAAALERDALPEGDASPLGPYLLPSGAPERGSPGKEHPEERVVTAPPSSSQSAEVLGELVLDGTAPSAHHDIPALSPLLPEEARPKHALPPKKKLPSLKQVNSARKQLRPKATSAATVQRAGSQPASQGLDLLSSSTEKPGPPGDPDPIVASEEASEVPLWLDRKESAVPTTPAPLQISPFTSQPYVAHTLPQRPEPGEPGPDMAQEAPQEDTSPMALMDKGENELTGSASEESQETTTSTIITTTVITTEQAPALCSVSFSNPEGYIDSSDYPLL.... Result: 1 (interaction). (2) The miRNA is hsa-miR-523-3p with sequence GAACGCGCUUCCCUAUAGAGGGU. The protein sequence of the target gene is MAIQARRMPEDPSTACEDLKFFEKRLTEVITYMGPTCTRWRIAIVIFAVLVGVIGSKYFANEKIEIFQIPMIDMFLTTHLDFTLCFFVGLLLFAVFGVHRRIVAPTIVARRCRDALSPFSLSCDHNGKLIVKPAVRNSAP. Result: 0 (no interaction). (3) The miRNA is mmu-miR-7052-3p with sequence GCUCUGCCCCCUCCUUCCCAG. The protein sequence of the target gene is MSTDGESPEEPRWKAVASPKASTMPEKRGSAQAASGSWLQGFGHPSVYHAAFVIFLEFFAWGLLTTPMLTVLHETFPQHTFLMNGLIQGVKGLLSFLSAPLIGALSDVWGRKPFLLGTVFFTCFPIPLMRINPWWYFGMISVSGVFSVTFSVIFAYVADFTQEHERSTAYGWVSATFAASLVSSPAIGTYLSANYGDSLVVLVATLVALLDICFILIAVPESLSEKIRPASWGAQISWKQADPFASLKKVGKDSTVLLICITVFLSYLPEAGQYSSFFLYLRQVIGFGSVKIVAFIAMVG.... Result: 0 (no interaction).